From a dataset of CYP1A2 inhibition data for predicting drug metabolism from PubChem BioAssay. Regression/Classification. Given a drug SMILES string, predict its absorption, distribution, metabolism, or excretion properties. Task type varies by dataset: regression for continuous measurements (e.g., permeability, clearance, half-life) or binary classification for categorical outcomes (e.g., BBB penetration, CYP inhibition). Dataset: cyp1a2_veith. (1) The molecule is COc1cccc([C@@H]2Oc3ccc(OC)cc3/C(=N/O[C@@H](C)CN3CCCc4nc(C)c(C)cc43)[C@@H]2O)c1. The result is 0 (non-inhibitor). (2) The molecule is COc1ccc(C2C(C(=O)N3CCOCC3)=C(C)NC3=C2C(=O)CC(C)(C)C3)c(OC)c1. The result is 0 (non-inhibitor). (3) The drug is CCNc1ncc2nc(-c3ccc(Cl)cc3)c(=O)n(C3CC3)c2n1. The result is 1 (inhibitor). (4) The drug is COc1ccc(C(=O)/C=C2/c3ccccc3CC(C)(C)N2C)cc1. The result is 1 (inhibitor). (5) The drug is Cc1ncc(CSc2ccccc2N)c(CO)c1O. The result is 1 (inhibitor). (6) The compound is CCC(C(=O)NC(C)(C)C)N(C(=O)Cn1nnc(-c2cccs2)n1)c1cnc2ccccc2c1. The result is 0 (non-inhibitor).